This data is from Forward reaction prediction with 1.9M reactions from USPTO patents (1976-2016). The task is: Predict the product of the given reaction. (1) Given the reactants [F:1][C:2]1[CH:3]=[C:4]([CH:8]=[CH:9][C:10]=1[F:11])[C:5]([OH:7])=O.[C:12]([O:16][C:17](=[O:26])[NH:18][C@H:19]1[CH2:24][CH2:23][C@@H:22]([NH2:25])[CH2:21][CH2:20]1)([CH3:15])([CH3:14])[CH3:13].CCN(CC)CC.C1C=CC2N(O)N=NC=2C=1.O.CCN=C=NCCCN(C)C.Cl, predict the reaction product. The product is: [C:12]([O:16][C:17](=[O:26])[NH:18][C@H:19]1[CH2:20][CH2:21][C@@H:22]([NH:25][C:5]([C:4]2[CH:8]=[CH:9][C:10]([F:11])=[C:2]([F:1])[CH:3]=2)=[O:7])[CH2:23][CH2:24]1)([CH3:15])([CH3:13])[CH3:14]. (2) Given the reactants [Si]([O:8][CH2:9][C:10]1([CH3:34])[S:16][CH2:15][CH2:14][N:13]2[C:17]([C:20]3([C:23]4[CH:28]=[CH:27][C:26]([C:29]5[NH:33][N:32]=[CH:31][CH:30]=5)=[CH:25][CH:24]=4)[CH2:22][CH2:21]3)=[N:18][N:19]=[C:12]2[CH2:11]1)(C(C)(C)C)(C)C.Cl, predict the reaction product. The product is: [CH3:34][C:10]1([CH2:9][OH:8])[S:16][CH2:15][CH2:14][N:13]2[C:17]([C:20]3([C:23]4[CH:24]=[CH:25][C:26]([C:29]5[NH:33][N:32]=[CH:31][CH:30]=5)=[CH:27][CH:28]=4)[CH2:22][CH2:21]3)=[N:18][N:19]=[C:12]2[CH2:11]1. (3) Given the reactants [OH:1][C@H:2]1[CH2:7][CH2:6][C@H:5]([N:8]2[C:13](=[O:14])[C:12]([CH2:15][C:16]3[CH:21]=[CH:20][C:19]([C:22]4[C:23]([C:28]#[N:29])=[CH:24][CH:25]=[CH:26][CH:27]=4)=[CH:18][CH:17]=3)=[C:11]([CH2:30][CH2:31][CH3:32])[N:10]3[N:33]=[CH:34][CH:35]=[C:9]23)[CH2:4][CH2:3]1.[N+](=[CH:38][C:39]([O:41][CH2:42][CH3:43])=[O:40])=[N-].C(OCC)(=O)C.O, predict the reaction product. The product is: [CH2:42]([O:41][C:39](=[O:40])[CH2:38][O:1][C@H:2]1[CH2:3][CH2:4][C@H:5]([N:8]2[C:13](=[O:14])[C:12]([CH2:15][C:16]3[CH:21]=[CH:20][C:19]([C:22]4[CH:27]=[CH:26][CH:25]=[CH:24][C:23]=4[C:28]#[N:29])=[CH:18][CH:17]=3)=[C:11]([CH2:30][CH2:31][CH3:32])[N:10]3[N:33]=[CH:34][CH:35]=[C:9]23)[CH2:6][CH2:7]1)[CH3:43]. (4) Given the reactants [OH-].[K+].[CH2:3]([O:7][C:8]1[CH:13]=[CH:12][C:11](/[CH:14]=[CH:15]/[C:16]([O:18]C)=[O:17])=[CH:10][C:9]=1[O:20][CH3:21])[CH2:4][CH2:5][CH3:6], predict the reaction product. The product is: [CH2:3]([O:7][C:8]1[CH:13]=[CH:12][C:11](/[CH:14]=[CH:15]/[C:16]([OH:18])=[O:17])=[CH:10][C:9]=1[O:20][CH3:21])[CH2:4][CH2:5][CH3:6]. (5) The product is: [CH3:5][CH:6]([C:26](=[O:28])[C:25]1[CH:30]=[CH:31][CH:32]=[CH:33][C:24]=1[CH3:23])[C:2]#[N:1]. Given the reactants [NH2:1][C:2]1[CH:6]=[CH:5]NN=1.COC(=O)C1C=CC(OCC2CC2)=C(Cl)C=1.[CH3:23][C:24]1[CH:33]=[CH:32][CH:31]=[CH:30][C:25]=1[C:26]([O:28]C)=O.[H-].[Na+].C(#N)CC, predict the reaction product. (6) Given the reactants [Br:1][C:2]1[C:3]([CH3:8])=[N:4][O:5][C:6]=1[NH2:7].[H-].[Na+].[CH2:11]([C:15]1[S:19][C:18]2[CH:20]=[CH:21][CH:22]=[CH:23][C:17]=2[C:16]=1[S:24](Cl)(=[O:26])=[O:25])[CH2:12][CH2:13][CH3:14], predict the reaction product. The product is: [Br:1][C:2]1[C:3]([CH3:8])=[N:4][O:5][C:6]=1[NH:7][S:24]([C:16]1[C:17]2[CH:23]=[CH:22][CH:21]=[CH:20][C:18]=2[S:19][C:15]=1[CH2:11][CH2:12][CH2:13][CH3:14])(=[O:25])=[O:26]. (7) Given the reactants Cl[C:2]1[N:17]=[CH:16][C:15]([I:18])=[C:14](Cl)[C:3]=1[C:4]([O:6][CH2:7][C:8]1[CH:13]=[CH:12][CH:11]=[CH:10][CH:9]=1)=[O:5].[Na].[CH2:21]1[CH2:25][O:24][CH2:23][CH2:22]1, predict the reaction product. The product is: [CH2:23]([O:24][C:2]1[N:17]=[CH:16][C:15]([I:18])=[C:14]([O:6][CH2:7][C:8]2[CH:13]=[CH:12][CH:11]=[CH:10][CH:9]=2)[C:3]=1[C:4]([O:6][CH2:7][C:8]1[CH:13]=[CH:12][CH:11]=[CH:10][CH:9]=1)=[O:5])[C:22]1[CH:21]=[CH:25][CH:2]=[CH:3][CH:4]=1.